This data is from Forward reaction prediction with 1.9M reactions from USPTO patents (1976-2016). The task is: Predict the product of the given reaction. (1) Given the reactants [CH2:1]([C:8]1[CH:17]=[C:16]2[C:11]([C:12]([OH:24])=[C:13]([C:19]([O:21]CC)=O)[C:14](=[O:18])[NH:15]2)=[N:10][CH:9]=1)[C:2]1[CH:7]=[CH:6][CH:5]=[CH:4][CH:3]=1.[CH:25]1([CH2:28][NH2:29])[CH2:27][CH2:26]1, predict the reaction product. The product is: [CH2:1]([C:8]1[CH:17]=[C:16]2[C:11]([C:12]([OH:24])=[C:13]([C:19]([NH:29][CH2:28][CH:25]3[CH2:27][CH2:26]3)=[O:21])[C:14](=[O:18])[NH:15]2)=[N:10][CH:9]=1)[C:2]1[CH:3]=[CH:4][CH:5]=[CH:6][CH:7]=1. (2) Given the reactants Br[C:2]1[CH:7]=[C:6]([Cl:8])[N:5]=[N:4][C:3]=1[Cl:9].[CH3:10][NH:11][CH2:12][CH2:13][OH:14], predict the reaction product. The product is: [Cl:9][C:3]1[N:4]=[N:5][C:6]([Cl:8])=[CH:7][C:2]=1[N:11]([CH2:12][CH2:13][OH:14])[CH3:10]. (3) Given the reactants [F:1][C:2]1[CH:7]=[CH:6][C:5]([S:8]([NH:11][C@@H:12]2[CH2:20][CH2:19][C:18]3[N:14]([C:15]4[N:29]=[CH:28][CH:27]=[CH:26][C:16]=4[C:17]=3[CH2:21][C:22]([O:24][CH3:25])=[O:23])[CH2:13]2)(=[O:10])=[O:9])=[CH:4][CH:3]=1.CI.[C:32]([O-])(=O)C.[NH4+].C(OCC)(=O)C, predict the reaction product. The product is: [F:1][C:2]1[CH:7]=[CH:6][C:5]([S:8]([N:11]([CH3:32])[C@@H:12]2[CH2:20][CH2:19][C:18]3[N:14]([C:15]4[N:29]=[CH:28][CH:27]=[CH:26][C:16]=4[C:17]=3[CH2:21][C:22]([O:24][CH3:25])=[O:23])[CH2:13]2)(=[O:9])=[O:10])=[CH:4][CH:3]=1. (4) Given the reactants [C:1]([C:5]1[O:9][C:8]([NH2:10])=[N:7][N:6]=1)([CH3:4])([CH3:3])[CH3:2].CCN(CC)CC.Cl[C:19]([O:21][CH2:22][C:23]([Cl:26])([Cl:25])[Cl:24])=[O:20], predict the reaction product. The product is: [Cl:24][C:23]([Cl:26])([Cl:25])[CH2:22][O:21][C:19](=[O:20])[NH:10][C:8]1[O:9][C:5]([C:1]([CH3:4])([CH3:3])[CH3:2])=[N:6][N:7]=1. (5) Given the reactants [N+:1]([C:4]1[CH:5]=[C:6]([CH:15]=[CH:16][C:17]=1[N+:18]([O-])=O)[CH2:7][N:8]1[CH2:13][CH2:12][N:11]([CH3:14])[CH2:10][CH2:9]1)([O-])=O.C(O)C, predict the reaction product. The product is: [CH3:14][N:11]1[CH2:12][CH2:13][N:8]([CH2:7][C:6]2[CH:5]=[C:4]([NH2:1])[C:17]([NH2:18])=[CH:16][CH:15]=2)[CH2:9][CH2:10]1. (6) Given the reactants Br[C:2]1[CH:10]=[C:9]2[C:5]([CH:6]=[N:7][NH:8]2)=[C:4]([NH:11][C:12]([C:14]2[N:15]=[C:16]([CH3:19])[S:17][CH:18]=2)=[O:13])[CH:3]=1.C(=O)([O-])[O-].[Na+].[Na+].O1CCOCC1.CC1(C)C(C)(C)OB([C:40]2[CH:41]=[C:42]([CH2:46][S:47]([NH2:50])(=[O:49])=[O:48])[CH:43]=[CH:44][CH:45]=2)O1, predict the reaction product. The product is: [NH2:50][S:47]([CH2:46][C:42]1[CH:43]=[C:44]([C:2]2[CH:10]=[C:9]3[C:5]([CH:6]=[N:7][NH:8]3)=[C:4]([NH:11][C:12]([C:14]3[N:15]=[C:16]([CH3:19])[S:17][CH:18]=3)=[O:13])[CH:3]=2)[CH:45]=[CH:40][CH:41]=1)(=[O:48])=[O:49]. (7) Given the reactants [C:1]([O:5][C:6]([NH:8][C@H:9]([CH2:13][O:14][CH3:15])[C:10]([OH:12])=O)=[O:7])([CH3:4])([CH3:3])[CH3:2].Cl.[F:17][CH:18]1[CH2:21][NH:20][CH2:19]1.CN(C(ON1N=NC2C=CC=CC1=2)=[N+](C)C)C.F[P-](F)(F)(F)(F)F.C1C=CC2N(O)N=NC=2C=1.C(N(CC)C(C)C)(C)C, predict the reaction product. The product is: [C:1]([O:5][C:6](=[O:7])[NH:8][C@H:9]([CH2:13][O:14][CH3:15])[C:10]([N:20]1[CH2:21][CH:18]([F:17])[CH2:19]1)=[O:12])([CH3:2])([CH3:3])[CH3:4].